The task is: Predict the reaction yield, written as a fraction of the theoretical maximum amount of product (1.0 means a 100% yield; for example, 0.34 means a 34% yield).. This data is from Reaction yield outcomes from USPTO patents with 853,638 reactions. The reactants are [CH:1]12[O:7][CH:4]([CH2:5][CH2:6]1)[CH2:3][CH:2]2[C:8]1([OH:13])[CH2:12][CH2:11][CH2:10][CH2:9]1.C(N(CC)CC)C.[C:21](Cl)(=[O:24])[CH:22]=[CH2:23].O. The yield is 0.840. The catalyst is C1(C)C=CC=CC=1.CN(C1C=CN=CC=1)C. The product is [C:21]([O:13][C:8]1([CH:2]2[CH2:3][CH:4]3[O:7][CH:1]2[CH2:6][CH2:5]3)[CH2:9][CH2:10][CH2:11][CH2:12]1)(=[O:24])[CH:22]=[CH2:23].